Task: Predict the reaction yield, written as a fraction of the theoretical maximum amount of product (1.0 means a 100% yield; for example, 0.34 means a 34% yield).. Dataset: Reaction yield outcomes from USPTO patents with 853,638 reactions The reactants are [N+:1]([C:4]1[CH:13]=[C:12]2[C:7]([CH2:8][CH2:9][CH2:10][CH:11]2[OH:14])=[CH:6][CH:5]=1)([O-])=O. The catalyst is CO. The product is [NH2:1][C:4]1[CH:13]=[C:12]2[C:7]([CH2:8][CH2:9][CH2:10][CH:11]2[OH:14])=[CH:6][CH:5]=1. The yield is 0.950.